Dataset: Full USPTO retrosynthesis dataset with 1.9M reactions from patents (1976-2016). Task: Predict the reactants needed to synthesize the given product. (1) Given the product [CH3:39][C@@:15]1([CH2:16][N:17]2[CH2:18][CH2:19][N:20]([C:23]([O:25][CH2:26][CH:27]=[CH:28][C:29]3[CH:34]=[CH:33][C:32]([C:35]([F:36])([F:38])[F:37])=[CH:31][CH:30]=3)=[O:24])[CH2:21][CH2:22]2)[O:40][C:11]2=[N:10][C:9]([N+:6]([O-:8])=[O:7])=[CH:13][N:12]2[CH2:14]1, predict the reactants needed to synthesize it. The reactants are: CN(C)C=O.[N+:6]([C:9]1[N:10]=[C:11](SC2C=CC=CC=2[N+]([O-])=O)[N:12]([CH2:14][C@:15]([OH:40])([CH3:39])[CH2:16][N:17]2[CH2:22][CH2:21][N:20]([C:23]([O:25][CH2:26][CH:27]=[CH:28][C:29]3[CH:34]=[CH:33][C:32]([C:35]([F:38])([F:37])[F:36])=[CH:31][CH:30]=3)=[O:24])[CH2:19][CH2:18]2)[CH:13]=1)([O-:8])=[O:7].CC(C)([O-])C.[Na+].O. (2) Given the product [CH2:14]([O:16][C:17](=[O:20])[CH2:18][N:11]1[CH2:12][CH2:13][C@@H:9]([NH:8][C:6]([O:5][C:1]([CH3:4])([CH3:2])[CH3:3])=[O:7])[CH2:10]1)[CH3:15], predict the reactants needed to synthesize it. The reactants are: [C:1]([O:5][C:6]([NH:8][C@@H:9]1[CH2:13][CH2:12][NH:11][CH2:10]1)=[O:7])([CH3:4])([CH3:3])[CH3:2].[CH2:14]([O:16][C:17](=[O:20])[CH2:18]Br)[CH3:15]. (3) Given the product [Cl:10][C:4]1[CH:3]=[C:2]([C:18]2[CH:17]=[CH:16][CH:15]=[C:14]([O:13][CH2:11][CH3:12])[CH:19]=2)[CH:8]=[C:7]([Cl:9])[C:5]=1[NH2:6], predict the reactants needed to synthesize it. The reactants are: Br[C:2]1[CH:8]=[C:7]([Cl:9])[C:5]([NH2:6])=[C:4]([Cl:10])[CH:3]=1.[CH2:11]([O:13][C:14]1[CH:15]=[C:16](B(O)O)[CH:17]=[CH:18][CH:19]=1)[CH3:12]. (4) Given the product [Cl:1][C:2]1[N:7]=[N:6][C:5]([N:8]([CH3:22])[CH:9]2[CH2:14][C:13]([CH3:15])([CH3:16])[N:12]([CH3:17])[C:11]([CH3:19])([CH3:18])[CH2:10]2)=[CH:4][CH:3]=1, predict the reactants needed to synthesize it. The reactants are: [Cl:1][C:2]1[N:7]=[N:6][C:5]([NH:8][CH:9]2[CH2:14][C:13]([CH3:16])([CH3:15])[N:12]([CH3:17])[C:11]([CH3:19])([CH3:18])[CH2:10]2)=[CH:4][CH:3]=1.[H-].[Na+].[CH3:22]I. (5) Given the product [C:1]1([S:7]([C:10]2([C:11]#[N:12])[CH2:21][C:16]3[C:15](=[CH:20][CH:19]=[CH:18][CH:17]=3)[CH2:14]2)(=[O:8])=[O:9])[CH:2]=[CH:3][CH:4]=[CH:5][CH:6]=1, predict the reactants needed to synthesize it. The reactants are: [C:1]1([S:7]([CH2:10][C:11]#[N:12])(=[O:9])=[O:8])[CH:6]=[CH:5][CH:4]=[CH:3][CH:2]=1.Br[CH2:14][C:15]1[C:16]([CH2:21]Br)=[CH:17][CH:18]=[CH:19][CH:20]=1. (6) Given the product [OH:17][C:16]1[C:15]2[C:10](=[CH:11][CH:12]=[CH:13][C:14]=2[O:18][CH3:19])[N:9]([CH3:20])[C:8](=[O:21])[C:7]=1[C:5]([OH:6])=[O:4], predict the reactants needed to synthesize it. The reactants are: Cl.C([O:4][C:5]([C:7]1[C:8](=[O:21])[N:9]([CH3:20])[C:10]2[C:15]([C:16]=1[OH:17])=[C:14]([O:18][CH3:19])[CH:13]=[CH:12][CH:11]=2)=[O:6])C. (7) The reactants are: [CH3:1][O:2][C:3]1[CH:4]=[C:5]2[C:10](=[CH:11][C:12]=1[O:13][CH3:14])[N:9]=[CH:8][CH:7]=[C:6]2[O:15][C:16]1[CH:22]=[CH:21][C:19]([NH2:20])=[C:18]([CH3:23])[C:17]=1[CH3:24].Cl[C:26](Cl)([O:28][C:29](=[O:35])OC(Cl)(Cl)Cl)Cl.[CH:37]1(O)[CH2:43][CH2:42]C[CH2:40][CH2:39][CH2:38]1.C(=O)(O)[O-].[Na+]. Given the product [CH3:1][O:2][C:3]1[CH:4]=[C:5]2[C:10](=[CH:11][C:12]=1[O:13][CH3:14])[N:9]=[CH:8][CH:7]=[C:6]2[O:15][C:16]1[CH:22]=[CH:21][C:19]([NH:20][C:29](=[O:35])[O:28][CH:26]2[CH2:40][CH2:39][CH2:38][CH2:37][CH2:43][CH2:42]2)=[C:18]([CH3:23])[C:17]=1[CH3:24], predict the reactants needed to synthesize it.